This data is from Full USPTO retrosynthesis dataset with 1.9M reactions from patents (1976-2016). The task is: Predict the reactants needed to synthesize the given product. (1) Given the product [CH3:1][C:2]1[CH:7]=[C:6]([CH3:8])[CH:5]=[C:4]([CH3:9])[C:3]=1[NH:10][C:11]([NH:13][C:14]1[C:15]([C:24]([NH:26][C:27]2([C:33]([OH:35])=[O:34])[CH2:28][CH2:29][O:30][CH2:31][CH2:32]2)=[O:25])=[CH:16][C:17]2[C:22]([CH:23]=1)=[CH:21][CH:20]=[CH:19][CH:18]=2)=[O:12], predict the reactants needed to synthesize it. The reactants are: [CH3:1][C:2]1[CH:7]=[C:6]([CH3:8])[CH:5]=[C:4]([CH3:9])[C:3]=1[NH:10][C:11]([NH:13][C:14]1[C:15]([C:24]([NH:26][C:27]2([C:33]([O:35]C)=[O:34])[CH2:32][CH2:31][O:30][CH2:29][CH2:28]2)=[O:25])=[CH:16][C:17]2[C:22]([CH:23]=1)=[CH:21][CH:20]=[CH:19][CH:18]=2)=[O:12].Cl. (2) Given the product [NH2:1][C:2]1[C:11]2[N:12]=[C:13]([CH2:20][OH:21])[N:14]([CH2:15][C:16]([CH3:17])([OH:18])[CH3:19])[C:10]=2[C:9]2[N:8]=[CH:7][C:6]([C:24]3[CH:29]=[CH:28][C:27]([F:30])=[C:26]([F:31])[CH:25]=3)=[CH:5][C:4]=2[N:3]=1, predict the reactants needed to synthesize it. The reactants are: [NH2:1][C:2]1[C:11]2[N:12]=[C:13]([CH2:20][O:21]CC)[N:14]([CH2:15][C:16]([CH3:19])([OH:18])[CH3:17])[C:10]=2[C:9]2[N:8]=[CH:7][C:6]([C:24]3[CH:29]=[CH:28][C:27]([F:30])=[C:26]([F:31])[CH:25]=3)=[CH:5][C:4]=2[N:3]=1.B(Br)(Br)Br.CO. (3) The reactants are: CC1C=C(C)C=C(C)C=1S([O-])(=O)=O.[NH2:14][N+:15]1[CH:20]=[C:19]([CH2:21][OH:22])[CH:18]=[CH:17][C:16]=1[O:23][CH3:24].[CH2:25]([O:27][C:28](=[O:39])[C:29]#[C:30][CH2:31][O:32][CH:33]1[CH2:38][CH2:37][CH2:36][CH2:35][O:34]1)[CH3:26].C(=O)([O-])[O-].[K+].[K+].O. Given the product [CH2:25]([O:27][C:28]([C:29]1[C:30]([CH2:31][O:32][CH:33]2[CH2:38][CH2:37][CH2:36][CH2:35][O:34]2)=[N:14][N:15]2[C:16]([O:23][CH3:24])=[CH:17][CH:18]=[C:19]([CH2:21][OH:22])[C:20]=12)=[O:39])[CH3:26], predict the reactants needed to synthesize it. (4) Given the product [Cl:28][C:24]1[CH:23]=[C:22]([C:13]2[C:12]3[C:17](=[CH:18][CH:19]=[C:10]([C:9]([OH:35])([C:6]4[CH:7]=[CH:8][C:3]([CH2:2][N:36]5[CH:40]=[CH:39][N:38]=[CH:37]5)=[CH:4][CH:5]=4)[C:29]4[N:33]([CH3:34])[CH:32]=[N:31][CH:30]=4)[CH:11]=3)[N:16]([CH3:20])[C:15](=[O:21])[CH:14]=2)[CH:27]=[CH:26][CH:25]=1, predict the reactants needed to synthesize it. The reactants are: Cl[CH2:2][C:3]1[CH:8]=[CH:7][C:6]([C:9]([OH:35])([C:29]2[N:33]([CH3:34])[CH:32]=[N:31][CH:30]=2)[C:10]2[CH:11]=[C:12]3[C:17](=[CH:18][CH:19]=2)[N:16]([CH3:20])[C:15](=[O:21])[CH:14]=[C:13]3[C:22]2[CH:27]=[CH:26][CH:25]=[C:24]([Cl:28])[CH:23]=2)=[CH:5][CH:4]=1.[NH:36]1[CH:40]=[CH:39][N:38]=[CH:37]1.C([O-])([O-])=O.[K+].[K+].O. (5) Given the product [CH2:10]([N:5]1[CH2:6][CH:7]2[NH:2][CH:3]([CH2:9][CH2:8]2)[CH2:4]1)[C:11]1[CH:16]=[CH:15][CH:14]=[CH:13][CH:12]=1, predict the reactants needed to synthesize it. The reactants are: C[N:2]1[CH:7]2[CH2:8][CH2:9][CH:3]1[CH2:4][NH:5][CH2:6]2.[CH2:10](N)[C:11]1[CH:16]=[CH:15][CH:14]=[CH:13][CH:12]=1. (6) Given the product [O:1]=[C:2]1[C:10]2([C:14]3=[CH:15][C:16]4[O:20][CH2:19][O:18][C:17]=4[CH:21]=[C:13]3[O:12][CH2:11]2)[C:9]2[C:4](=[CH:5][CH:6]=[CH:7][CH:8]=2)[N:3]1[CH2:22][C:23]1[O:27][C:26]([C:28]([F:31])([F:30])[F:29])=[C:25]([C:32]([OH:34])=[O:33])[CH:24]=1, predict the reactants needed to synthesize it. The reactants are: [O:1]=[C:2]1[C:10]2([C:14]3=[CH:15][C:16]4[O:20][CH2:19][O:18][C:17]=4[CH:21]=[C:13]3[O:12][CH2:11]2)[C:9]2[C:4](=[CH:5][CH:6]=[CH:7][CH:8]=2)[N:3]1[CH2:22][C:23]1[O:27][C:26]([C:28]([F:31])([F:30])[F:29])=[C:25]([C:32]([O:34]CC)=[O:33])[CH:24]=1.[OH-].[Na+]. (7) Given the product [CH3:1][C:2]1[N:7]=[C:6]([C:8]([N:49]2[C@H:50]([CH2:54][NH:55][C:56]3[CH:61]=[N:60][C:59]([C:62]([F:65])([F:63])[F:64])=[CH:58][N:57]=3)[CH2:51][C@H:52]3[C@H:47]([CH2:53]3)[CH2:48]2)=[O:10])[C:5]([N:11]2[N:15]=[CH:14][CH:13]=[N:12]2)=[CH:4][CH:3]=1, predict the reactants needed to synthesize it. The reactants are: [CH3:1][C:2]1[N:7]=[C:6]([C:8]([OH:10])=O)[C:5]([N:11]2[N:15]=[CH:14][CH:13]=[N:12]2)=[CH:4][CH:3]=1.CN(C(ON1N=NC2C=CC=CC1=2)=[N+](C)C)C.[B-](F)(F)(F)F.CCN(C(C)C)C(C)C.[C@H:47]12[CH2:53][C@H:52]1[CH2:51][C@@H:50]([CH2:54][NH:55][C:56]1[CH:61]=[N:60][C:59]([C:62]([F:65])([F:64])[F:63])=[CH:58][N:57]=1)[NH:49][CH2:48]2.C([O-])(O)=O.[Na+]. (8) Given the product [F:1][C:2]1[CH:7]=[C:6]([I:8])[CH:5]=[CH:4][C:3]=1[NH:9][C:21]1[C:20]([F:22])=[C:19]2[C:14]([C:15]([CH3:23])=[N:16][CH:17]=[N:18]2)=[CH:13][C:12]=1[NH:11][S:24]([C:27]1([CH2:30][CH2:31][O:32][Si:33]([C:36]([CH3:39])([CH3:38])[CH3:37])([CH3:34])[CH3:35])[CH2:28][CH2:29]1)(=[O:25])=[O:26], predict the reactants needed to synthesize it. The reactants are: [F:1][C:2]1[CH:7]=[C:6]([I:8])[CH:5]=[CH:4][C:3]=1[N:9]1[C:21]2[C:12](=[CH:13][C:14]3[C:15]([CH3:23])=[N:16][CH:17]=[N:18][C:19]=3[C:20]=2[F:22])[N:11]([S:24]([C:27]2([CH2:30][CH2:31][O:32][Si:33]([C:36]([CH3:39])([CH3:38])[CH3:37])([CH3:35])[CH3:34])[CH2:29][CH2:28]2)(=[O:26])=[O:25])C1=O.C[Si](C)(C)[O-].[K+]. (9) Given the product [Cl:11][C:5]1[CH:6]=[C:7]([N+:8]([O-:10])=[O:9])[C:2]([N:19]2[CH:20]=[CH:21][N:22]=[C:18]2[CH:12]2[CH2:17][CH2:16][CH2:15][CH2:14][CH2:13]2)=[N:3][CH:4]=1, predict the reactants needed to synthesize it. The reactants are: Cl[C:2]1[C:7]([N+:8]([O-:10])=[O:9])=[CH:6][C:5]([Cl:11])=[CH:4][N:3]=1.[CH:12]1([C:18]2[NH:19][CH:20]=[CH:21][N:22]=2)[CH2:17][CH2:16][CH2:15][CH2:14][CH2:13]1.[I-].[Na+].